Dataset: Reaction yield outcomes from USPTO patents with 853,638 reactions. Task: Predict the reaction yield, written as a fraction of the theoretical maximum amount of product (1.0 means a 100% yield; for example, 0.34 means a 34% yield). (1) The reactants are [Cl:1][C:2]1[C:7](N)=[C:6]([N+:9]([O-:11])=[O:10])[C:5]([F:12])=[C:4]([F:13])[CH:3]=1.N([O-])=O.[Na+].P(=O)(O)(O)O.O.[PH2]([O-])=O.[Na+]. The catalyst is S(=O)(=O)(O)O.O.CCOCC.[Cu-]=O. The product is [Cl:1][C:2]1[CH:7]=[C:6]([N+:9]([O-:11])=[O:10])[C:5]([F:12])=[C:4]([F:13])[CH:3]=1. The yield is 0.530. (2) The reactants are [CH2:1]([C:7]1([CH2:24][CH2:25][CH2:26][CH2:27][CH2:28][CH3:29])[C:19]2[CH:18]=[C:17]3[CH:20]=[C:21]([CH3:23])[CH2:22][C:16]3=[CH:15][C:14]=2[C:13]2[C:8]1=[CH:9][CH:10]=[CH:11][CH:12]=2)[CH2:2][CH2:3][CH2:4][CH2:5][CH3:6].C([Li])CCC.C(N)(C)(C)C.[C:40]([NH:44][Si:45](C1C2C(=CC3C(CCCCCC)(CCCCCC)C4C(C=3C=2)=CC=CC=4)C=C1C)([CH3:47])[CH3:46])([CH3:43])([CH3:42])[CH3:41]. The catalyst is C(OCC)C. The product is [C:40]([NH:44][Si:45]([CH:20]1[C:17]2=[CH:18][C:19]3[C:7]([CH2:1][CH2:2][CH2:3][CH2:4][CH2:5][CH3:6])([CH2:24][CH2:25][CH2:26][CH2:27][CH2:28][CH3:29])[C:8]4[C:13]([C:14]=3[CH:15]=[C:16]2[CH:22]=[C:21]1[CH3:23])=[CH:12][CH:11]=[CH:10][CH:9]=4)([CH3:47])[CH3:46])([CH3:43])([CH3:42])[CH3:41]. The yield is 0.889. (3) The reactants are [CH2:1]([OH:6])[CH2:2][CH:3]([OH:5])[CH3:4].[C:7]1([CH3:17])[CH:12]=[CH:11][C:10]([S:13](Cl)(=[O:15])=[O:14])=[CH:9][CH:8]=1. The catalyst is CN(C1C=CN=CC=1)C.C(Cl)Cl.O. The product is [CH3:17][C:7]1[CH:12]=[CH:11][C:10]([S:13]([O:6][CH2:1][CH2:2][CH:3]([OH:5])[CH3:4])(=[O:15])=[O:14])=[CH:9][CH:8]=1. The yield is 1.00. (4) The reactants are CC([S@@]([NH:7][C@H:8]([C:10]1[CH:24]=[CH:23][C:13]2[N:14]([CH:17]3[CH2:22][CH2:21][CH2:20][CH2:19][O:18]3)[CH:15]=[N:16][C:12]=2[CH:11]=1)[CH3:9])=O)(C)C.[ClH:25].CCOC(C)=O. The yield is 0.830. The catalyst is CCOC(C)=O. The product is [ClH:25].[O:18]1[CH2:19][CH2:20][CH2:21][CH2:22][CH:17]1[N:14]1[C:13]2[CH:23]=[CH:24][C:10]([C@@H:8]([NH2:7])[CH3:9])=[CH:11][C:12]=2[N:16]=[CH:15]1. (5) The reactants are [N:1]([CH2:4][C@@H:5]1[CH2:9][C@@H:8]([S:10][C:11]([C:24]2[CH:29]=[CH:28][CH:27]=[CH:26][CH:25]=2)([C:18]2[CH:23]=[CH:22][CH:21]=[CH:20][CH:19]=2)[C:12]2[CH:17]=[CH:16][CH:15]=[CH:14][CH:13]=2)[CH2:7][N:6]1[S:30]([C:33]1[CH:42]=[CH:41][C:40]2[C:35](=[CH:36][CH:37]=[CH:38][CH:39]=2)[CH:34]=1)(=[O:32])=[O:31])=[N+]=[N-].C1(P(C2C=CC=CC=2)C2C=CC=CC=2)C=CC=CC=1. The catalyst is C1COCC1.O.CCOC(C)=O. The product is [CH:34]1[C:35]2[C:40](=[CH:39][CH:38]=[CH:37][CH:36]=2)[CH:41]=[CH:42][C:33]=1[S:30]([N:6]1[CH2:7][C@H:8]([S:10][C:11]([C:12]2[CH:13]=[CH:14][CH:15]=[CH:16][CH:17]=2)([C:18]2[CH:19]=[CH:20][CH:21]=[CH:22][CH:23]=2)[C:24]2[CH:29]=[CH:28][CH:27]=[CH:26][CH:25]=2)[CH2:9][C@H:5]1[CH2:4][NH2:1])(=[O:32])=[O:31]. The yield is 0.990. (6) The reactants are [F-].C([N+](CCCC)(CCCC)CCCC)CCC.[Si]([O:26][C@@H:27]([CH2:40][CH2:41][CH2:42][CH2:43][CH3:44])[C@H:28]([N:30]1[CH:38]=[N:37][C:36]2[C:31]1=[N:32][CH:33]=[N:34][C:35]=2[NH2:39])[CH3:29])(C(C)(C)C)(C)C.ClCCl.CO. The catalyst is O1CCCC1.C(OCC)(=O)C. The product is [NH2:39][C:35]1[N:34]=[CH:33][N:32]=[C:31]2[C:36]=1[N:37]=[CH:38][N:30]2[C@@H:28]([C@@H:27]([OH:26])[CH2:40][CH2:41][CH2:42][CH2:43][CH3:44])[CH3:29]. The yield is 0.940. (7) The reactants are F[C:2]1[CH:7]=[CH:6][CH:5]=[CH:4][C:3]=1[N+:8]([O-:10])=[O:9].[CH:11]([NH2:14])([CH3:13])[CH3:12].CCN(C(C)C)C(C)C. The catalyst is CS(C)=O. The product is [N+:8]([C:3]1[CH:4]=[CH:5][CH:6]=[CH:7][C:2]=1[NH:14][CH:11]([CH3:13])[CH3:12])([O-:10])=[O:9]. The yield is 0.970. (8) The reactants are [Cl:1][C:2]1[CH:9]=[CH:8][C:5]([CH2:6][NH2:7])=[CH:4][CH:3]=1.Br[C:11]1[CH:20]=[N:19][CH:18]=[CH:17][C:12]=1[C:13]([O:15][CH3:16])=[O:14]. No catalyst specified. The product is [Cl:1][C:2]1[CH:9]=[CH:8][C:5]([CH2:6][NH:7][C:17]2[CH:18]=[N:19][CH:20]=[CH:11][C:12]=2[C:13]([O:15][CH3:16])=[O:14])=[CH:4][CH:3]=1. The yield is 0.720. (9) The reactants are Br[C:2]1[CH:3]=[C:4]2[C:8]3=[C:9]([C:11](=O)[NH:12][CH2:13][CH2:14][N:7]3[C@H:6]3[CH2:16][CH2:17][N:18](C(OC(C)(C)C)=O)[CH2:19][C@@H:5]23)[CH:10]=1.C1(P(C2C=CC=CC=2)C2C=CC=CC=2)C=CC=CC=1.[F:46][C:47]1[CH:52]=[CH:51][CH:50]=[C:49]([F:53])[C:48]=1[SnH3].FC(F)(F)C(O)=O.[OH-].[NH4+]. The catalyst is CN(C)C=O.C(OCC)(=O)C.C(Cl)(Cl)Cl.[Cu]Br.C1C=CC(P(C2C=CC=CC=2)[C-]2C=CC=C2)=CC=1.C1C=CC(P(C2C=CC=CC=2)[C-]2C=CC=C2)=CC=1.Cl[Pd]Cl.[Fe+2]. The product is [F:46][C:47]1[CH:52]=[CH:51][CH:50]=[C:49]([F:53])[C:48]=1[C:2]1[CH:3]=[C:4]2[C:8]3=[C:9]([CH2:11][NH:12][CH2:13][CH2:14][N:7]3[C@H:6]3[CH2:16][CH2:17][NH:18][CH2:19][C@@H:5]23)[CH:10]=1. The yield is 0.0500. (10) The reactants are [CH3:1][C:2]1[C:7]([CH3:8])=[CH:6][CH:5]=[CH:4][C:3]=1B(O)O.[F:12][C:13]1[CH:14]=[C:15]([CH:25]([NH:27][C:28]([C:30]2[N:31]=[C:32](Cl)[O:33][CH:34]=2)=[O:29])[CH3:26])[CH:16]=[C:17]([F:24])[C:18]=1[NH:19][S:20]([CH3:23])(=[O:22])=[O:21].C([O-])([O-])=O.[Cs+].[Cs+]. The catalyst is Cl[Pd](Cl)([P](C1C=CC=CC=1)(C1C=CC=CC=1)C1C=CC=CC=1)[P](C1C=CC=CC=1)(C1C=CC=CC=1)C1C=CC=CC=1. The product is [F:12][C:13]1[CH:14]=[C:15]([CH:25]([NH:27][C:28]([C:30]2[N:31]=[C:32]([C:3]3[CH:4]=[CH:5][CH:6]=[C:7]([CH3:8])[C:2]=3[CH3:1])[O:33][CH:34]=2)=[O:29])[CH3:26])[CH:16]=[C:17]([F:24])[C:18]=1[NH:19][S:20]([CH3:23])(=[O:22])=[O:21]. The yield is 0.480.